Dataset: Catalyst prediction with 721,799 reactions and 888 catalyst types from USPTO. Task: Predict which catalyst facilitates the given reaction. (1) Reactant: [BH4-].[Na+].CO.[CH2:5]([C:9]1[N:10]([CH2:23][C:24]2[CH:29]=[CH:28][C:27]([C:30]3[C:31]([C:36]#[N:37])=[CH:32][CH:33]=[CH:34][CH:35]=3)=[CH:26][CH:25]=2)[C:11]([CH:21]=[O:22])=[C:12]([C:14]2[CH:19]=[CH:18][C:17]([F:20])=[CH:16][CH:15]=2)[N:13]=1)[CH2:6][CH2:7][CH3:8]. Product: [CH2:5]([C:9]1[N:10]([CH2:23][C:24]2[CH:25]=[CH:26][C:27]([C:30]3[C:31]([C:36]#[N:37])=[CH:32][CH:33]=[CH:34][CH:35]=3)=[CH:28][CH:29]=2)[C:11]([CH2:21][OH:22])=[C:12]([C:14]2[CH:15]=[CH:16][C:17]([F:20])=[CH:18][CH:19]=2)[N:13]=1)[CH2:6][CH2:7][CH3:8]. The catalyst class is: 147. (2) The catalyst class is: 449. Product: [NH2:28][CH:1]([C:4]1[C:5]([O:20][CH3:21])=[C:6]([C:12]2[CH:13]=[N:14][N:15]([CH2:17][C:18]#[N:19])[CH:16]=2)[C:7]([CH3:11])=[C:8]([Cl:10])[CH:9]=1)[CH3:2]. Reactant: [C:1]([C:4]1[C:5]([O:20][CH3:21])=[C:6]([C:12]2[CH:13]=[N:14][N:15]([CH2:17][C:18]#[N:19])[CH:16]=2)[C:7]([CH3:11])=[C:8]([Cl:10])[CH:9]=1)(=O)[CH3:2].C([O-])(=O)C.[NH4+].C([BH3-])#[N:28].[Na+].O1CCCC1. (3) Reactant: C[O:2][C:3]1[CH:4]=[C:5]([C:9]2([C:19]3[CH:24]=[CH:23][N:22]=[CH:21][CH:20]=3)[C:17]3[C:12](=[N:13][CH:14]=[CH:15][CH:16]=3)[C:11]([NH2:18])=[N:10]2)[CH:6]=[CH:7][CH:8]=1.B(Br)(Br)Br.Cl.[NH4+].[OH-]. Product: [NH2:18][C:11]1[C:12]2=[N:13][CH:14]=[CH:15][CH:16]=[C:17]2[C:9]([C:5]2[CH:4]=[C:3]([OH:2])[CH:8]=[CH:7][CH:6]=2)([C:19]2[CH:20]=[CH:21][N:22]=[CH:23][CH:24]=2)[N:10]=1. The catalyst class is: 61. (4) Product: [N:21]1([CH2:2][C:3]2[C:12]3[C:7](=[CH:8][CH:9]=[CH:10][CH:11]=3)[N:6]=[C:5]([NH2:16])[CH:4]=2)[CH2:26][CH2:25][NH:24][CH2:23][CH2:22]1. Reactant: Br[CH2:2][C:3]1[C:12]2[C:7](=[CH:8][CH:9]=[CH:10][CH:11]=2)[N:6]=[C:5](Cl)[CH:4]=1.C([N:16](CC)CC)C.[N:21]1(C(OC(C)(C)C)=O)[CH2:26][CH2:25][NH:24][CH2:23][CH2:22]1.C(=O)(O)[O-].[Na+]. The catalyst class is: 10. (5) Reactant: [F:1][C:2]([F:6])([F:5])[CH2:3][NH2:4].C1(C)C=CC(S([O-])=O)=CC=1.[Na+].CN1CCN(C)C1=O.[CH:26]([C:30]1[C:31](Cl)=[N:32][C:33]([S:38][CH3:39])=[N:34][C:35]=1[CH2:36][CH3:37])([CH2:28][CH3:29])[CH3:27]. Product: [CH:26]([C:30]1[C:31]([NH:4][CH2:3][C:2]([F:6])([F:5])[F:1])=[N:32][C:33]([S:38][CH3:39])=[N:34][C:35]=1[CH2:36][CH3:37])([CH2:28][CH3:29])[CH3:27]. The catalyst class is: 6. (6) Reactant: [C:1]([NH:4]/[C:5](=[CH:9]\[O:10][CH3:11])/[C:6]([OH:8])=O)(=[O:3])[CH3:2].CN1CCOCC1.C(OC(Cl)=O)C(C)C.[CH2:27]([NH2:34])[C:28]1[CH:33]=[CH:32][CH:31]=[CH:30][CH:29]=1. Product: [C:1]([NH:4]/[C:5](=[CH:9]\[O:10][CH3:11])/[C:6]([NH:34][CH2:27][C:28]1[CH:33]=[CH:32][CH:31]=[CH:30][CH:29]=1)=[O:8])(=[O:3])[CH3:2]. The catalyst class is: 539. (7) Reactant: [C:1]([Mg]Br)([CH3:3])=[CH2:2].[CH3:6][O:7][C:8]1[CH:13]=[CH:12][CH:11]=[CH:10][C:9]=1[N+:14]([O-])=O.[NH4+].[Cl-]. Product: [CH3:6][O:7][C:8]1[CH:13]=[CH:12][CH:11]=[C:10]2[C:9]=1[NH:14][C:1]([CH3:3])=[CH:2]2. The catalyst class is: 1.